From a dataset of Full USPTO retrosynthesis dataset with 1.9M reactions from patents (1976-2016). Predict the reactants needed to synthesize the given product. (1) Given the product [F:15][C:16]1[CH:21]=[CH:20][C:19]([N:22]2[C:26]3[CH:27]=[C:28]4[C@:33]([C:35]([C:5]5[S:4][C:3]([Si:2]([CH3:9])([CH3:8])[CH3:1])=[N:7][CH:6]=5)=[O:36])([CH2:34][C:25]=3[CH:24]=[N:23]2)[CH2:32][N:31]([C:39]([O:41][C:42]([CH3:45])([CH3:44])[CH3:43])=[O:40])[CH2:30][CH2:29]4)=[CH:18][CH:17]=1, predict the reactants needed to synthesize it. The reactants are: [CH3:1][Si:2]([CH3:9])([CH3:8])[C:3]1[S:4][CH:5]=[CH:6][N:7]=1.C([Li])CCC.[F:15][C:16]1[CH:21]=[CH:20][C:19]([N:22]2[C:26]3[CH:27]=[C:28]4[C@:33]([C:35](OC)=[O:36])([CH2:34][C:25]=3[CH:24]=[N:23]2)[CH2:32][N:31]([C:39]([O:41][C:42]([CH3:45])([CH3:44])[CH3:43])=[O:40])[CH2:30][CH2:29]4)=[CH:18][CH:17]=1.O. (2) Given the product [C:25]([O:24][C:20](=[O:21])[NH:12][CH2:11][CH2:10][C:7]1[S:6][C:5]([NH2:4])=[N:9][CH:8]=1)([CH3:28])([CH3:27])[CH3:26], predict the reactants needed to synthesize it. The reactants are: O.NN.[NH2:4][C:5]1[S:6][C:7]([CH2:10][CH2:11][N:12]2[C:20](=[O:21])C3C(=CC=CC=3)C2=O)=[CH:8][N:9]=1.C(=O)([O:24][C:25]([CH3:28])([CH3:27])[CH3:26])[O:24][C:25]([CH3:28])([CH3:27])[CH3:26]. (3) The reactants are: [O:1]=[C:2]1[CH:11]=[C:10]([C:12]([F:15])([F:14])[F:13])[C:9]2[C:4](=[CH:5][CH:6]=[C:7]([S:16](Cl)(=[O:18])=[O:17])[CH:8]=2)[NH:3]1.[NH:20]1[CH2:25][CH2:24][CH2:23][CH2:22][CH2:21]1.CCN(CC)CC. Given the product [N:20]1([S:16]([C:7]2[CH:8]=[C:9]3[C:4](=[CH:5][CH:6]=2)[NH:3][C:2](=[O:1])[CH:11]=[C:10]3[C:12]([F:15])([F:14])[F:13])(=[O:18])=[O:17])[CH2:25][CH2:24][CH2:23][CH2:22][CH2:21]1, predict the reactants needed to synthesize it. (4) Given the product [F:1][C:2]1[CH:7]=[CH:6][C:5]([C:8]2[N:24]=[C:25]([CH:26]([CH3:28])[CH3:27])[N:30]([CH2:31][CH2:32][C@H:33]3[O:38][B:37]([C:39]4[CH:40]=[CH:41][CH:42]=[CH:43][CH:44]=4)[O:36][C@@H:35]([CH2:45][C:46]([O:48][C:49]([CH3:52])([CH3:51])[CH3:50])=[O:47])[CH2:34]3)[C:9]=2[C:10]2[CH:15]=[CH:14][N:13]=[C:12]([NH:16][C:17]3[CH:18]=[CH:19][CH:20]=[CH:21][CH:22]=3)[N:11]=2)=[CH:4][CH:3]=1, predict the reactants needed to synthesize it. The reactants are: [F:1][C:2]1[CH:7]=[CH:6][C:5]([CH:8]([NH:24][C:25](=O)[CH:26]([CH3:28])[CH3:27])[C:9](=O)[C:10]2[CH:15]=[CH:14][N:13]=[C:12]([NH:16][C:17]3[CH:22]=[CH:21][CH:20]=[CH:19][CH:18]=3)[N:11]=2)=[CH:4][CH:3]=1.[NH2:30][CH2:31][CH2:32][C@H:33]1[O:38][B:37]([C:39]2[CH:44]=[CH:43][CH:42]=[CH:41][CH:40]=2)[O:36][C@@H:35]([CH2:45][C:46]([O:48][C:49]([CH3:52])([CH3:51])[CH3:50])=[O:47])[CH2:34]1.C(O)(=O)C(C)(C)C.CC1CCCO1. (5) Given the product [CH3:22][N:15]([C:12]1[CH:13]=[CH:14][C:9]([B:4]2[O:3][C:2]([CH3:19])([CH3:1])[C:6]([CH3:7])([CH3:8])[O:5]2)=[CH:10][CH:11]=1)[C:16](=[O:18])[CH3:17], predict the reactants needed to synthesize it. The reactants are: [CH3:1][C:2]1([CH3:19])[C:6]([CH3:8])([CH3:7])[O:5][B:4]([C:9]2[CH:14]=[CH:13][C:12]([NH:15][C:16](=[O:18])[CH3:17])=[CH:11][CH:10]=2)[O:3]1.CI.[CH2:22](N(CC)CC)C.O. (6) Given the product [C:9]([N:7]1[CH:8]=[C:4]([NH2:1])[N:5]=[CH:6]1)([C:22]1[CH:23]=[CH:24][CH:25]=[CH:26][CH:27]=1)([C:16]1[CH:17]=[CH:18][CH:19]=[CH:20][CH:21]=1)[C:10]1[CH:15]=[CH:14][CH:13]=[CH:12][CH:11]=1, predict the reactants needed to synthesize it. The reactants are: [N+:1]([C:4]1[N:5]=[CH:6][N:7]([C:9]([C:22]2[CH:27]=[CH:26][CH:25]=[CH:24][CH:23]=2)([C:16]2[CH:21]=[CH:20][CH:19]=[CH:18][CH:17]=2)[C:10]2[CH:15]=[CH:14][CH:13]=[CH:12][CH:11]=2)[CH:8]=1)([O-])=O. (7) Given the product [CH2:1]([N:8]([C@H:18]1[CH2:22][O:21][C@@H:20]2[C@@H:23]([CH2:26][OH:27])[CH2:24][O:25][C@H:19]12)[C:9]([NH:11][CH:12]1[CH2:17][CH2:16][CH2:15][CH2:14][CH2:13]1)=[O:10])[C:2]1[CH:7]=[CH:6][CH:5]=[CH:4][CH:3]=1, predict the reactants needed to synthesize it. The reactants are: [CH2:1]([N:8]([C@H:18]1[CH2:22][O:21][C@@H:20]2[C@@H:23]([CH:26]=[O:27])[CH2:24][O:25][C@H:19]12)[C:9]([NH:11][CH:12]1[CH2:17][CH2:16][CH2:15][CH2:14][CH2:13]1)=[O:10])[C:2]1[CH:7]=[CH:6][CH:5]=[CH:4][CH:3]=1.[BH4-].[Na+]. (8) The reactants are: C[O:2][C:3](=[O:21])[CH:4]([C:11]1[CH:16]=[CH:15][C:14]([Cl:17])=[C:13]([N+:18]([O-:20])=[O:19])[CH:12]=1)[CH2:5][CH:6]1[CH2:10][CH2:9][CH2:8][CH2:7]1.[OH-].[Li+]. Given the product [Cl:17][C:14]1[CH:15]=[CH:16][C:11]([CH:4]([CH2:5][CH:6]2[CH2:10][CH2:9][CH2:8][CH2:7]2)[C:3]([OH:21])=[O:2])=[CH:12][C:13]=1[N+:18]([O-:20])=[O:19], predict the reactants needed to synthesize it. (9) Given the product [Br:12][C:13]1[CH:18]=[CH:17][CH:16]=[CH:15][C:14]=1[NH:19][C:20](=[O:21])[NH2:11], predict the reactants needed to synthesize it. The reactants are: OC1C([NH2:11])=CC=CC=1C(O)=O.[Br:12][C:13]1[CH:18]=[CH:17][CH:16]=[CH:15][C:14]=1[N:19]=[C:20]=[O:21]. (10) The reactants are: [Br:1][C:2]1[CH:6]=[N:5][N:4]([CH3:7])[C:3]=1[C:8]1[CH:9]=[C:10]([NH2:16])[CH:11]=[CH:12][C:13]=1[O:14][CH3:15].[F:17][C:18]1[CH:19]=[C:20]([N:25]=[C:26]=[O:27])[CH:21]=[CH:22][C:23]=1[F:24]. Given the product [Br:1][C:2]1[CH:6]=[N:5][N:4]([CH3:7])[C:3]=1[C:8]1[CH:9]=[C:10]([NH:16][C:26]([NH:25][C:20]2[CH:21]=[CH:22][C:23]([F:24])=[C:18]([F:17])[CH:19]=2)=[O:27])[CH:11]=[CH:12][C:13]=1[O:14][CH3:15], predict the reactants needed to synthesize it.